Dataset: Catalyst prediction with 721,799 reactions and 888 catalyst types from USPTO. Task: Predict which catalyst facilitates the given reaction. (1) Reactant: [Cl:1][C:2]1[CH:40]=[CH:39][C:5]([CH2:6][N:7]2[C:15]3[C:10](=[CH:11][C:12]([N:16](C)[C:17](=O)OC(C)(C)C)=[CH:13][CH:14]=3)[C:9]([C:25](=[O:37])[C:26]([NH:28][C:29]3[CH:34]=[CH:33][N:32]=[C:31]([O:35][CH3:36])[CH:30]=3)=[O:27])=[C:8]2[CH3:38])=[CH:4][CH:3]=1.FC(F)(F)C(O)=O.C(=O)(O)[O-].[Na+]. Product: [Cl:1][C:2]1[CH:3]=[CH:4][C:5]([CH2:6][N:7]2[C:15]3[C:10](=[CH:11][C:12]([NH:16][CH3:17])=[CH:13][CH:14]=3)[C:9]([C:25](=[O:37])[C:26]([NH:28][C:29]3[CH:34]=[CH:33][N:32]=[C:31]([O:35][CH3:36])[CH:30]=3)=[O:27])=[C:8]2[CH3:38])=[CH:39][CH:40]=1. The catalyst class is: 4. (2) The catalyst class is: 12. Reactant: I[C:2]1[CH:3]=[C:4]([C:10]([CH3:17])([CH3:16])[CH2:11][C:12]([O:14][CH3:15])=[O:13])[CH:5]=[CH:6][C:7]=1[O:8][CH3:9].[B:18]1([B:18]2[O:22][C:21]([CH3:24])([CH3:23])[C:20]([CH3:26])([CH3:25])[O:19]2)[O:22][C:21]([CH3:24])([CH3:23])[C:20]([CH3:26])([CH3:25])[O:19]1.C([O-])(=O)C.[K+].CS(C)=O. Product: [CH3:9][O:8][C:7]1[CH:6]=[CH:5][C:4]([C:10]([CH3:17])([CH3:16])[CH2:11][C:12]([O:14][CH3:15])=[O:13])=[CH:3][C:2]=1[B:18]1[O:22][C:21]([CH3:24])([CH3:23])[C:20]([CH3:26])([CH3:25])[O:19]1. (3) Reactant: [C:1]([O:5][C:6](=[O:19])[NH:7][C@H:8]([CH3:18])[C:9]([N:11]1[O:16][CH:15]2[CH2:17][CH:12]1[CH:13]=[CH:14]2)=[O:10])([CH3:4])([CH3:3])[CH3:2].C[N+]1([O-])CC[O:24]CC1.[OH2:28]. Product: [OH:28][CH:14]1[CH:13]([OH:24])[CH:12]2[CH2:17][CH:15]1[O:16][N:11]2[C:9](=[O:10])[C@H:8]([NH:7][C:6](=[O:19])[O:5][C:1]([CH3:4])([CH3:2])[CH3:3])[CH3:18]. The catalyst class is: 771. (4) Reactant: OC1C=CC(CNC(=O)C2C=CC(NC3C4N(C=CN=4)C(C4C=NNC=4)=CN=3)=CC=2)=CC=1.[Br:33][C:34]1[N:39]2[CH:40]=[CH:41][N:42]=[C:38]2[C:37](Br)=[N:36][CH:35]=1.[N:44]1([C:49]2[CH:54]=[CH:53][C:52]([NH2:55])=[CH:51][CH:50]=2)[CH:48]=[CH:47][N:46]=[CH:45]1.CC([O-])(C)C.[Na+].CC1(C)C2C(=C(P(C3C=CC=CC=3)C3C=CC=CC=3)C=CC=2)OC2C(P(C3C=CC=CC=3)C3C=CC=CC=3)=CC=CC1=2. Product: [Br:33][C:34]1[N:39]2[CH:40]=[CH:41][N:42]=[C:38]2[C:37]([NH:55][C:52]2[CH:51]=[CH:50][C:49]([N:44]3[CH:48]=[CH:47][N:46]=[CH:45]3)=[CH:54][CH:53]=2)=[N:36][CH:35]=1. The catalyst class is: 187. (5) Reactant: [NH2:1][C:2]1[N:6]([C:7]2[CH:14]=[CH:13][C:10]([C:11]#[N:12])=[CH:9][CH:8]=2)[N:5]=[C:4]([C:15]([CH3:18])([CH3:17])[CH3:16])[CH:3]=1.[OH-].[Na+].Cl[C:22]([O:24][CH2:25][C:26]([Cl:29])([Cl:28])[Cl:27])=[O:23]. Product: [Cl:27][C:26]([Cl:29])([Cl:28])[CH2:25][O:24][C:22](=[O:23])[NH:1][C:2]1[N:6]([C:7]2[CH:14]=[CH:13][C:10]([C:11]#[N:12])=[CH:9][CH:8]=2)[N:5]=[C:4]([C:15]([CH3:18])([CH3:17])[CH3:16])[CH:3]=1. The catalyst class is: 25. (6) Reactant: CC(C)([O-])C.[K+].[CH:7]1([C:10]([C:12]2[CH:17]=[CH:16][CH:15]=[CH:14][C:13]=2[CH2:18][O:19][Si:20]([C:23]([CH3:26])([CH3:25])[CH3:24])([CH3:22])[CH3:21])=[O:11])[CH2:9][CH2:8]1. Product: [CH:7]1([C@H:10]([C:12]2[CH:17]=[CH:16][CH:15]=[CH:14][C:13]=2[CH2:18][O:19][Si:20]([C:23]([CH3:26])([CH3:25])[CH3:24])([CH3:21])[CH3:22])[OH:11])[CH2:8][CH2:9]1. The catalyst class is: 32. (7) Reactant: [CH3:1][O:2][C:3]1[CH:4]=[C:5]([C:18]2[O:19][C:20]3[CH:26]=[CH:25][CH:24]=[CH:23][C:21]=3[N:22]=2)[CH:6]=[CH:7][C:8]=1B1OC(C)(C)C(C)(C)O1.[Br:27][C:28]1[CH:33]=[CH:32][CH:31]=[CH:30][N:29]=1. Product: [Br:27][C:28]1[N:29]=[C:30]([C:8]2[CH:7]=[CH:6][C:5]([C:18]3[O:19][C:20]4[CH:26]=[CH:25][CH:24]=[CH:23][C:21]=4[N:22]=3)=[CH:4][C:3]=2[O:2][CH3:1])[CH:31]=[CH:32][CH:33]=1. The catalyst class is: 73. (8) Reactant: Cl.[CH2:2]([O:9][C:10]1[CH:11]=[C:12]([N:16]2[CH2:21][CH2:20][NH:19][CH2:18][CH2:17]2)[CH:13]=[N:14][CH:15]=1)[C:3]1[CH:8]=[CH:7][CH:6]=[CH:5][CH:4]=1.ON1[C:27]2[CH:28]=[CH:29][CH:30]=[CH:31][C:26]=2[N:25]=[N:24]1.Cl.CN(C)[CH2:35][CH2:36][CH2:37]N=C=NCC.C(N([CH2:49][CH3:50])CC)C.[OH2:51]. Product: [CH2:2]([O:9][C:10]1[CH:11]=[C:12]([N:16]2[CH2:21][CH2:20][N:19]([C:49]([C:50]3[N:25]([C:26]4[CH:31]=[CH:30][CH:29]=[CH:28][CH:27]=4)[N:24]=[C:36]([CH3:35])[CH:37]=3)=[O:51])[CH2:18][CH2:17]2)[CH:13]=[N:14][CH:15]=1)[C:3]1[CH:8]=[CH:7][CH:6]=[CH:5][CH:4]=1. The catalyst class is: 4. (9) Reactant: [CH2:1]([C:3]1[N:7]([C:8]2[N:16]=[C:15]3[C:11]([N:12]=[C:13]([CH:18]=O)[N:14]3[CH3:17])=[C:10]([N:20]3[CH2:25][CH2:24][O:23][CH2:22][CH2:21]3)[N:9]=2)[C:6]2[CH:26]=[CH:27][CH:28]=[CH:29][C:5]=2[N:4]=1)[CH3:2].[NH:30]1[CH2:33][CH:32]([N:34]2[CH2:39][CH2:38][CH:37]([F:40])[CH2:36][CH2:35]2)[CH2:31]1.C(O[BH-](OC(=O)C)OC(=O)C)(=O)C.[Na+]. Product: [CH2:1]([C:3]1[N:7]([C:8]2[N:16]=[C:15]3[C:11]([N:12]=[C:13]([CH2:18][N:30]4[CH2:33][CH:32]([N:34]5[CH2:39][CH2:38][CH:37]([F:40])[CH2:36][CH2:35]5)[CH2:31]4)[N:14]3[CH3:17])=[C:10]([N:20]3[CH2:25][CH2:24][O:23][CH2:22][CH2:21]3)[N:9]=2)[C:6]2[CH:26]=[CH:27][CH:28]=[CH:29][C:5]=2[N:4]=1)[CH3:2]. The catalyst class is: 26.